From a dataset of Full USPTO retrosynthesis dataset with 1.9M reactions from patents (1976-2016). Predict the reactants needed to synthesize the given product. (1) Given the product [OH:51][C:44]1[C:43]([CH2:42][NH:41][C:15]([C:3]2[CH:4]=[N:5][N:6]([CH:7]([C:9]3[CH:10]=[CH:11][CH:12]=[CH:13][CH:14]=3)[CH3:8])[C:2]=2[CH3:1])=[O:17])=[C:48]([CH3:49])[CH:47]=[C:46]([CH3:50])[N:45]=1, predict the reactants needed to synthesize it. The reactants are: [CH3:1][C:2]1[N:6]([CH:7]([C:9]2[CH:14]=[CH:13][CH:12]=[CH:11][CH:10]=2)[CH3:8])[N:5]=[CH:4][C:3]=1[C:15]([OH:17])=O.Cl.C(N=C=NCCCN(C)C)C.C1C=C2N=NN(O)C2=CC=1.N.[NH2:41][CH2:42][C:43]1[C:44]([OH:51])=[N:45][C:46]([CH3:50])=[CH:47][C:48]=1[CH3:49]. (2) Given the product [NH2:13][C:12]1[C:7]([S:6][CH2:5][C:3]([O:2][CH3:1])=[O:4])=[N:8][CH:9]=[CH:10][CH:11]=1, predict the reactants needed to synthesize it. The reactants are: [CH3:1][O:2][C:3]([CH2:5][S:6][C:7]1[C:12]([N+:13]([O-])=O)=[CH:11][CH:10]=[CH:9][N:8]=1)=[O:4]. (3) Given the product [Cl:1][C:2]1[CH:7]=[CH:6][C:5]([C:8]([OH:9])([C:28]2[N:32]([CH3:33])[CH:31]=[N:30][CH:29]=2)[C:10]2[CH:11]=[C:12]3[C:17](=[CH:18][CH:19]=2)[NH:16][C:15](=[O:20])[CH:14]=[C:13]3[C:22]2[CH:23]=[N:24][CH:25]=[CH:26][CH:27]=2)=[CH:4][CH:3]=1, predict the reactants needed to synthesize it. The reactants are: [Cl:1][C:2]1[CH:7]=[CH:6][C:5]([C:8]([C:28]2[N:32]([CH3:33])[CH:31]=[N:30][CH:29]=2)([C:10]2[CH:11]=[C:12]3[C:17](=[CH:18][CH:19]=2)[N:16]=[C:15]([O:20]C)[CH:14]=[C:13]3[C:22]2[CH:23]=[N:24][CH:25]=[CH:26][CH:27]=2)[OH:9])=[CH:4][CH:3]=1.[NH4+].[OH-]. (4) Given the product [CH:1]([C:4]1[C:12]2[C:7](=[CH:8][CH:9]=[C:10]([O:13][C:14]3[C:15]([Cl:23])=[CH:16][C:17]([CH2:18][OH:19])=[CH:20][C:21]=3[Cl:22])[CH:11]=2)[NH:6][CH:5]=1)([CH3:3])[CH3:2], predict the reactants needed to synthesize it. The reactants are: [CH:1]([C:4]1[C:12]2[C:7](=[CH:8][CH:9]=[C:10]([O:13][C:14]3[C:21]([Cl:22])=[CH:20][C:17]([CH:18]=[O:19])=[CH:16][C:15]=3[Cl:23])[CH:11]=2)[NH:6][CH:5]=1)([CH3:3])[CH3:2].[BH4-].[Na+].